Dataset: Forward reaction prediction with 1.9M reactions from USPTO patents (1976-2016). Task: Predict the product of the given reaction. (1) Given the reactants [CH2:1]([C:8]1[CH:13]=[C:12]([Br:14])[CH:11]=[C:10](Br)[CH:9]=1)[C:2]1[CH:7]=[CH:6][CH:5]=[CH:4][CH:3]=1.[Li]CCCC.CON(C)C([CH2:26][C:27]1[CH:32]=[N:31][C:30]([CH3:33])=[CH:29][N:28]=1)=O.C([O:37]CC)C, predict the reaction product. The product is: [CH2:1]([C:8]1[CH:9]=[C:10]([C:26]([C:27]2[CH:32]=[N:31][C:30]([CH3:33])=[CH:29][N:28]=2)=[O:37])[CH:11]=[C:12]([Br:14])[CH:13]=1)[C:2]1[CH:3]=[CH:4][CH:5]=[CH:6][CH:7]=1. (2) Given the reactants [CH3:1][C:2]([CH3:7])([CH3:6])[C:3](=[NH:5])[NH2:4].Br[C:9]1[C:10](=O)[CH2:11][CH2:12][C:13]=1[O:14]C.C(=O)([O-])[O-].[K+].[K+].C(Cl)Cl, predict the reaction product. The product is: [CH3:1][C:2]([C:3]1[NH:4][C:10]2[CH2:11][CH2:12][C:13](=[O:14])[C:9]=2[N:5]=1)([CH3:7])[CH3:6].